This data is from Full USPTO retrosynthesis dataset with 1.9M reactions from patents (1976-2016). The task is: Predict the reactants needed to synthesize the given product. (1) Given the product [F:18][C:19]1[C:20]([O:28][CH3:29])=[N:21][C:22]([O:26][CH3:27])=[C:23]([F:25])[C:24]=1[CH:9]=[O:8], predict the reactants needed to synthesize it. The reactants are: C(NC(C)C)(C)C.[O:8]1CCC[CH2:9]1.C([Li])CCC.[F:18][C:19]1[C:20]([O:28][CH3:29])=[N:21][C:22]([O:26][CH3:27])=[C:23]([F:25])[CH:24]=1. (2) Given the product [CH:1]1([CH2:4][C:5]2[C:6]([C:11]3[CH:16]=[CH:15][N:14]=[C:13]([S:17][CH3:18])[N:12]=3)=[CH:7][N:8]=[CH:9][N:25]=2)[CH2:3][CH2:2]1, predict the reactants needed to synthesize it. The reactants are: [CH:1]1([CH2:4][C:5](=O)/[C:6](/[C:11]2[CH:16]=[CH:15][N:14]=[C:13]([S:17][CH3:18])[N:12]=2)=[CH:7]\[N:8](C)[CH3:9])[CH2:3][CH2:2]1.C(O)(=O)C.C(N)=[NH:25].C([O-])([O-])=O.[K+].[K+]. (3) Given the product [CH3:26][CH:27]1[CH2:31][CH2:30][CH2:29][N:28]1[CH2:6][CH2:7][CH2:8][N:9]1[CH2:13][CH2:12][N:11]([CH2:14][CH2:15][N:16]2[CH2:20][CH2:19][CH2:18][CH2:17]2)[C:10]1=[C:21]([C:24]#[N:25])[C:22]#[N:23], predict the reactants needed to synthesize it. The reactants are: CS(O[CH2:6][CH2:7][CH2:8][N:9]1[CH2:13][CH2:12][N:11]([CH2:14][CH2:15][N:16]2[CH2:20][CH2:19][CH2:18][CH2:17]2)[C:10]1=[C:21]([C:24]#[N:25])[C:22]#[N:23])(=O)=O.[CH3:26][CH:27]1[CH2:31][CH2:30][CH2:29][NH:28]1.C(=O)([O-])[O-].[K+].[K+].[I-].[K+]. (4) Given the product [OH:11][CH2:10][CH:9]1[O:4][C:1](=[O:2])[N:15]([CH:12]([CH3:14])[CH3:13])[CH2:7]1, predict the reactants needed to synthesize it. The reactants are: [C:1]([O-:4])([O-])=[O:2].[K+].[K+].[CH2:7]([CH:9]1[O:11][CH2:10]1)Br.[CH:12]([NH2:15])([CH3:14])[CH3:13]. (5) Given the product [CH3:1][O:2][C:3]1[C:8]2[C:9](=[S:24])[CH2:10][O:11][C:7]=2[CH:6]=[C:5]([O:13][CH3:14])[CH:4]=1, predict the reactants needed to synthesize it. The reactants are: [CH3:1][O:2][C:3]1[C:8]2[C:9](=O)[CH2:10][O:11][C:7]=2[CH:6]=[C:5]([O:13][CH3:14])[CH:4]=1.COC1C=CC(P2(SP(C3C=CC(OC)=CC=3)(=S)S2)=[S:24])=CC=1.